From a dataset of Peptide-MHC class II binding affinity with 134,281 pairs from IEDB. Regression. Given a peptide amino acid sequence and an MHC pseudo amino acid sequence, predict their binding affinity value. This is MHC class II binding data. (1) The peptide sequence is EKKYFAATQFEPLLA. The MHC is HLA-DPA10301-DPB10402 with pseudo-sequence HLA-DPA10301-DPB10402. The binding affinity (normalized) is 0.980. (2) The peptide sequence is LHFSEALRIIAGTPE. The MHC is HLA-DQA10102-DQB10602 with pseudo-sequence HLA-DQA10102-DQB10602. The binding affinity (normalized) is 0.941. (3) The peptide sequence is DSGKVIPEWCCRSCT. The MHC is DRB1_1301 with pseudo-sequence DRB1_1301. The binding affinity (normalized) is 0.370.